From a dataset of Full USPTO retrosynthesis dataset with 1.9M reactions from patents (1976-2016). Predict the reactants needed to synthesize the given product. (1) Given the product [CH3:1][O:2][C:3]([C:5]1[C:14]2[O:13][CH2:12][CH:11]([C:15]3[CH:16]=[N:17][CH:18]=[C:19]([C:22]#[N:23])[C:20]=3[CH3:21])[O:10][C:9]=2[CH:8]=[CH:7][CH:6]=1)=[O:4], predict the reactants needed to synthesize it. The reactants are: [CH3:1][O:2][C:3]([C:5]1[C:14]2[O:13][CH2:12][CH:11]([C:15]3[CH:16]=[N:17][CH:18]=[C:19]([C:22](=O)[NH2:23])[C:20]=3[CH3:21])[O:10][C:9]=2[CH:8]=[CH:7][CH:6]=1)=[O:4].N1C=CC=CC=1.FC(F)(F)C(OC(=O)C(F)(F)F)=O.C([O-])(O)=O.[Na+]. (2) Given the product [Br:21][CH2:12][C:11]1[CH:10]=[C:9]2[C:4]([C:5](=[O:13])[CH2:6][CH2:7][O:8]2)=[CH:3][C:2]=1[Cl:1], predict the reactants needed to synthesize it. The reactants are: [Cl:1][C:2]1[CH:3]=[C:4]2[C:9](=[CH:10][C:11]=1[CH3:12])[O:8][CH2:7][CH2:6][C:5]2=[O:13].C1C(=O)N([Br:21])C(=O)C1.CC(N=NC(C#N)(C)C)(C#N)C. (3) Given the product [N:1]1[C:2]([C:33]([NH2:38])=[O:32])=[CH:3][N:4]2[C:10]=1[C:9]1[CH:11]=[CH:12][CH:13]=[CH:14][C:8]=1[O:7][CH2:6][CH2:5]2, predict the reactants needed to synthesize it. The reactants are: [N:1]1[CH:2]=[CH:3][N:4]2[C:10]=1[C:9]1[CH:11]=[CH:12][CH:13]=[CH:14][C:8]=1[O:7][CH2:6][CH2:5]2.ClC1C=CC2OCCC3N(C=C(C([O:32][CH3:33])=O)N=3)C=2N=1.CCCC[N+:38](CCCC)(CCCC)CCCC.[F-]. (4) Given the product [C:9]([NH:8][C:5]1[CH:6]=[CH:7][C:2]([C:22]2[CH:23]=[CH:24][CH:25]=[C:20]([C:18]([O:17][CH2:15][CH3:16])=[O:19])[CH:21]=2)=[CH:3][C:4]=1[N+:12]([O-:14])=[O:13])(=[O:11])[CH3:10], predict the reactants needed to synthesize it. The reactants are: Br[C:2]1[CH:7]=[CH:6][C:5]([NH:8][C:9](=[O:11])[CH3:10])=[C:4]([N+:12]([O-:14])=[O:13])[CH:3]=1.[CH2:15]([O:17][C:18]([C:20]1[CH:21]=[C:22](B(O)O)[CH:23]=[CH:24][CH:25]=1)=[O:19])[CH3:16]. (5) Given the product [F:1][C:2]1([F:17])[CH2:7][CH2:6][CH:5]([CH2:8][NH2:9])[CH2:4][CH2:3]1.[F:25][C:26]([F:31])([F:30])[C:27]([OH:29])=[O:28], predict the reactants needed to synthesize it. The reactants are: [F:1][C:2]1([F:17])[CH2:7][CH2:6][CH:5]([CH2:8][NH:9]C(=O)OC(C)(C)C)[CH2:4][CH2:3]1.C([SiH](CC)CC)C.[F:25][C:26]([F:31])([F:30])[C:27]([OH:29])=[O:28]. (6) Given the product [C:25]([C:19]1([NH:18][S:12]([CH2:11][C:8]2[CH:9]=[CH:10][C:5]([S:2]([CH3:1])(=[O:4])=[O:3])=[CH:6][CH:7]=2)(=[O:14])=[O:13])[CH2:20][CH2:21][CH2:22][CH2:23][CH2:24]1)#[CH:26], predict the reactants needed to synthesize it. The reactants are: [CH3:1][S:2]([C:5]1[CH:10]=[CH:9][C:8]([CH2:11][S:12](Cl)(=[O:14])=[O:13])=[CH:7][CH:6]=1)(=[O:4])=[O:3].C([NH:18][CH:19]1[CH2:24][CH2:23][CH2:22][CH2:21][CH2:20]1)#C.[CH2:25](N(CC)CC)[CH3:26].Cl. (7) Given the product [C:49](#[N:50])[C:43]1[C:44](=[CH:47][CH:48]=[CH:41][CH:42]=1)[C:45]#[N:46], predict the reactants needed to synthesize it. The reactants are: C1C(C(C(F)(F)F)(C(F)(F)F)C2C=CC(O)=CC=2)=CC=C(O)C=1.BrCCCCCCBr.C([O-])([O-])=O.[K+].[K+].[N+]([C:41]1[CH:42]=[C:43]([C:49]#[N:50])[C:44](=[CH:47][CH:48]=1)[C:45]#[N:46])([O-])=O.Cl.